Predict which catalyst facilitates the given reaction. From a dataset of Catalyst prediction with 721,799 reactions and 888 catalyst types from USPTO. (1) Reactant: CS(O[CH2:6][C:7]1[C:12]([F:13])=[CH:11][C:10]([C:14]#[N:15])=[CH:9][C:8]=1[F:16])(=O)=O.[N-:17]=[N+:18]=[N-].[Na+].C[N:22](C=O)C. Product: [N:15]([CH2:14][C:10]1[CH:11]=[C:12]([F:13])[C:7]([C:6]#[N:22])=[C:8]([F:16])[CH:9]=1)=[N+:17]=[N-:18]. The catalyst class is: 6. (2) Reactant: [CH:1]1([NH:6][C:7]2[C:12]([NH2:13])=[CH:11][CH:10]=[CH:9][N:8]=2)[CH2:5][CH2:4][CH2:3][CH2:2]1.C(N(CC)CC)C.Cl[C:22](=[O:28])[C:23]([O:25][CH2:26][CH3:27])=[O:24]. Product: [CH:1]1([NH:6][C:7]2[C:12]([NH:13][C:22](=[O:28])[C:23]([O:25][CH2:26][CH3:27])=[O:24])=[CH:11][CH:10]=[CH:9][N:8]=2)[CH2:2][CH2:3][CH2:4][CH2:5]1. The catalyst class is: 4. (3) Reactant: [NH2:1][CH:2]1[CH2:7][CH2:6][CH:5]([OH:8])[CH2:4][CH2:3]1.[C:9](O[C:9]([O:11][C:12]([CH3:15])([CH3:14])[CH3:13])=[O:10])([O:11][C:12]([CH3:15])([CH3:14])[CH3:13])=[O:10].[OH-].[Na+]. Product: [OH:8][CH:5]1[CH2:6][CH2:7][CH:2]([NH:1][C:9](=[O:10])[O:11][C:12]([CH3:15])([CH3:14])[CH3:13])[CH2:3][CH2:4]1. The catalyst class is: 11. (4) Reactant: [Cl:1][C:2]1[CH:7]=[CH:6][CH:5]=[CH:4][C:3]=1[CH:8]([OH:12])[C:9](O)=O.[CH2:13]([NH:19][C:20](=[S:23])[NH:21][NH2:22])[CH2:14][CH2:15][CH2:16][CH2:17][CH3:18]. Product: [Cl:1][C:2]1[CH:7]=[CH:6][CH:5]=[CH:4][C:3]=1[CH:8]([OH:12])[C:9]1[N:19]([CH:13]2[CH2:18][CH2:17][CH2:16][CH2:15][CH2:14]2)[C:20](=[S:23])[NH:21][N:22]=1. The catalyst class is: 3. (5) Reactant: [I:1][C:2]1[CH:15]=[CH:14][C:5]([CH2:6][C:7]2[C:8]([OH:13])=[N:9][NH:10][C:11]=2[CH3:12])=[CH:4][CH:3]=1.[C:16]([O:19][C@@H:20]1[C@@H:26]([O:27][C:28](=[O:30])[CH3:29])[C@H:25]([O:31][C:32](=[O:34])[CH3:33])[C@@H:24]([CH2:35][O:36][C:37](=[O:39])[CH3:38])[O:23][C@@:21]1(Br)[OH:22])(=[O:18])[CH3:17]. Product: [I:1][C:2]1[CH:15]=[CH:14][C:5]([CH2:6][C:7]2[C:8]([O:13][C@:21]3([O:23][C@H:24]([CH2:35][O:36][C:37](=[O:39])[CH3:38])[C@@H:25]([O:31][C:32](=[O:34])[CH3:33])[C@H:26]([O:27][C:28](=[O:30])[CH3:29])[C@H:20]3[O:19][C:16](=[O:18])[CH3:17])[OH:22])=[N:9][NH:10][C:11]=2[CH3:12])=[CH:4][CH:3]=1. The catalyst class is: 1.